This data is from Full USPTO retrosynthesis dataset with 1.9M reactions from patents (1976-2016). The task is: Predict the reactants needed to synthesize the given product. Given the product [Cl:10][C:11]1[CH:18]=[CH:17][CH:16]=[C:13]([CH2:14][C:40]2[CH:45]=[CH:44][C:43]([O:46][CH3:47])=[CH:42][C:41]=2[O:48][CH3:49])[C:12]=1[F:19], predict the reactants needed to synthesize it. The reactants are: BrCCBr.Cl[Si](C)(C)C.[Cl:10][C:11]1[C:12]([F:19])=[C:13]([CH:16]=[CH:17][CH:18]=1)[CH2:14]Br.C1(P(C2C=CC=CC=2)C2C=CC=CC=2)C=CC=CC=1.Br[C:40]1[CH:45]=[CH:44][C:43]([O:46][CH3:47])=[CH:42][C:41]=1[O:48][CH3:49].